This data is from Forward reaction prediction with 1.9M reactions from USPTO patents (1976-2016). The task is: Predict the product of the given reaction. (1) The product is: [C:31]12([NH:33][C:19](=[O:21])[CH2:18][C:16]3[CH:15]=[CH:14][CH:13]=[C:12]([NH:11][S:8]([C:4]4[CH:5]=[CH:6][CH:7]=[C:2]([Cl:1])[C:3]=4[CH3:22])(=[O:9])=[O:10])[N:17]=3)[CH2:26][CH:24]3[CH2:4][CH:3]([CH2:2][CH:7]([CH2:6]3)[CH2:32]1)[CH2:22]2. Given the reactants [Cl:1][C:2]1[C:3]([CH3:22])=[C:4]([S:8]([NH:11][C:12]2[N:17]=[C:16]([CH2:18][C:19]([OH:21])=O)[CH:15]=[CH:14][CH:13]=2)(=[O:10])=[O:9])[CH:5]=[CH:6][CH:7]=1.O.[C:24](O)([C:26](F)(F)F)=O.[C:31](#[N:33])[CH3:32], predict the reaction product. (2) Given the reactants [CH3:1][O:2][C:3](=[O:22])[CH2:4][CH2:5][C:6]1[CH:11]=[C:10](Br)[C:9]([O:13][Si:14]([C:17]([CH3:20])([CH3:19])[CH3:18])([CH3:16])[CH3:15])=[CH:8][C:7]=1[CH3:21].[CH:23]1(B(O)O)[CH2:25][CH2:24]1.P([O-])([O-])([O-])=O.[K+].[K+].[K+].C1(P(C2CCCCC2)C2CCCCC2)CCCCC1, predict the reaction product. The product is: [CH3:1][O:2][C:3](=[O:22])[CH2:4][CH2:5][C:6]1[CH:11]=[C:10]([CH:23]2[CH2:25][CH2:24]2)[C:9]([O:13][Si:14]([C:17]([CH3:20])([CH3:19])[CH3:18])([CH3:16])[CH3:15])=[CH:8][C:7]=1[CH3:21]. (3) The product is: [NH:32]1[C:33]2[C:38](=[CH:37][CH:36]=[CH:35][CH:34]=2)[C:30]([C:3]2[C:2]([C:39]#[N:40])=[CH:7][N:6]=[C:5]([NH:8][C:9]3[CH:14]=[CH:13][C:12]([N:15]4[CH2:16][CH2:17][CH:18]([N:21]5[CH2:26][CH2:25][N:24]([CH3:27])[CH2:23][CH2:22]5)[CH2:19][CH2:20]4)=[CH:11][C:10]=3[O:28][CH3:29])[N:4]=2)=[CH:31]1. Given the reactants Br[C:2]1[C:3]([C:30]2[C:38]3[C:33](=[CH:34][CH:35]=[CH:36][CH:37]=3)[NH:32][CH:31]=2)=[N:4][C:5]([NH:8][C:9]2[CH:14]=[CH:13][C:12]([N:15]3[CH2:20][CH2:19][CH:18]([N:21]4[CH2:26][CH2:25][N:24]([CH3:27])[CH2:23][CH2:22]4)[CH2:17][CH2:16]3)=[CH:11][C:10]=2[O:28][CH3:29])=[N:6][CH:7]=1.[C:39]([Zn]C#N)#[N:40].CC1(C)C2C(=C(P(C3C=CC=CC=3)C3C=CC=CC=3)C=CC=2)OC2C(P(C3C=CC=CC=3)C3C=CC=CC=3)=CC=CC1=2, predict the reaction product. (4) Given the reactants C[O:2][C:3]([C:5]1[S:6][C:7]([C:11]([C:16]2[CH:21]=[CH:20][C:19]([O:22][Si:23]([C:26]([CH3:29])([CH3:28])[CH3:27])([CH3:25])[CH3:24])=[C:18]([CH3:30])[CH:17]=2)([CH2:14][CH3:15])[CH2:12][CH3:13])=[CH:8][C:9]=1[CH3:10])=O.[H-].[Al+3].[Li+].[H-].[H-].[H-], predict the reaction product. The product is: [C:26]([Si:23]([CH3:25])([CH3:24])[O:22][C:19]1[CH:20]=[CH:21][C:16]([C:11]([C:7]2[S:6][C:5]([CH2:3][OH:2])=[C:9]([CH3:10])[CH:8]=2)([CH2:14][CH3:15])[CH2:12][CH3:13])=[CH:17][C:18]=1[CH3:30])([CH3:28])([CH3:27])[CH3:29]. (5) The product is: [ClH:1].[Cl:1][C:2]1[CH:3]=[C:4]([NH:16][C:17]2[C:27]3[CH:26]=[C:25]([C:28]([NH:30][CH2:31][CH2:32][O:33][CH2:34][CH2:35][OH:36])=[O:29])[CH2:24][CH2:23][NH:22][C:21]=3[N:20]=[CH:19][N:18]=2)[CH:5]=[CH:6][C:7]=1[O:8][C:9]1[CH:14]=[CH:13][CH:12]=[C:11]([Cl:15])[CH:10]=1. Given the reactants [Cl:1][C:2]1[CH:3]=[C:4]([NH:16][C:17]2[C:27]3[CH:26]=[C:25]([C:28]([NH:30][CH2:31][CH2:32][O:33][CH2:34][CH2:35][OH:36])=[O:29])[CH2:24][CH2:23][NH:22][C:21]=3[N:20]=[CH:19][N:18]=2)[CH:5]=[CH:6][C:7]=1[O:8][C:9]1[CH:14]=[CH:13][CH:12]=[C:11]([Cl:15])[CH:10]=1.Cl.C(OCC)(=O)C, predict the reaction product. (6) Given the reactants [Cl:1][C:2]1[CH:7]=[CH:6][C:5]([CH:8]2[C:15]3[C:14]([CH3:16])=[N:13][NH:12][C:11]=3[C:10](=[O:17])[N:9]2[C:18]2[CH:19]=[C:20]([CH3:28])[C:21]3[N:22]([C:24]([CH3:27])=[N:25][N:26]=3)[CH:23]=2)=[CH:4][CH:3]=1.I[CH:30]1[CH2:33][O:32][CH2:31]1, predict the reaction product. The product is: [Cl:1][C:2]1[CH:7]=[CH:6][C:5]([CH:8]2[C:15]3[C:14]([CH3:16])=[N:13][N:12]([CH:30]4[CH2:33][O:32][CH2:31]4)[C:11]=3[C:10](=[O:17])[N:9]2[C:18]2[CH:19]=[C:20]([CH3:28])[C:21]3[N:22]([C:24]([CH3:27])=[N:25][N:26]=3)[CH:23]=2)=[CH:4][CH:3]=1.[Cl:1][C:2]1[CH:7]=[CH:6][C:5]([CH:8]2[C:15]3[C:11](=[N:12][N:13]([CH:30]4[CH2:33][O:32][CH2:31]4)[C:14]=3[CH3:16])[C:10](=[O:17])[N:9]2[C:18]2[CH:19]=[C:20]([CH3:28])[C:21]3[N:22]([C:24]([CH3:27])=[N:25][N:26]=3)[CH:23]=2)=[CH:4][CH:3]=1. (7) Given the reactants C([O:5][C:6](=[O:37])[C:7]([CH3:36])([S:9][C:10]1[S:11][CH:12]=[C:13]([CH2:15][CH2:16][N:17]([CH3:35])[C:18]2[N:23]=[CH:22][C:21]([C:24]3[CH:29]=[CH:28][C:27]([O:30][C:31]([F:34])([F:33])[F:32])=[CH:26][CH:25]=3)=[CH:20][N:19]=2)[N:14]=1)[CH3:8])(C)(C)C.FC(F)(F)C(O)=O, predict the reaction product. The product is: [CH3:36][C:7]([S:9][C:10]1[S:11][CH:12]=[C:13]([CH2:15][CH2:16][N:17]([CH3:35])[C:18]2[N:23]=[CH:22][C:21]([C:24]3[CH:25]=[CH:26][C:27]([O:30][C:31]([F:32])([F:34])[F:33])=[CH:28][CH:29]=3)=[CH:20][N:19]=2)[N:14]=1)([CH3:8])[C:6]([OH:37])=[O:5].